Task: Regression. Given a peptide amino acid sequence and an MHC pseudo amino acid sequence, predict their binding affinity value. This is MHC class I binding data.. Dataset: Peptide-MHC class I binding affinity with 185,985 pairs from IEDB/IMGT (1) The MHC is HLA-A02:17 with pseudo-sequence HLA-A02:17. The peptide sequence is KMKKKTWLV. The binding affinity (normalized) is 0.614. (2) The peptide sequence is KYQLKHIVW. The MHC is HLA-A02:01 with pseudo-sequence HLA-A02:01. The binding affinity (normalized) is 0. (3) The peptide sequence is TEDDWITYI. The MHC is HLA-B46:01 with pseudo-sequence HLA-B46:01. The binding affinity (normalized) is 0.0847. (4) The peptide sequence is IEDLIFLARSA. The MHC is HLA-B45:01 with pseudo-sequence HLA-B45:01. The binding affinity (normalized) is 0.281. (5) The peptide sequence is SSLLWGFYL. The MHC is HLA-B46:01 with pseudo-sequence HLA-B46:01. The binding affinity (normalized) is 0.0847. (6) The peptide sequence is MCFHQHLMY. The MHC is HLA-A02:01 with pseudo-sequence HLA-A02:01. The binding affinity (normalized) is 0.0847.